This data is from Forward reaction prediction with 1.9M reactions from USPTO patents (1976-2016). The task is: Predict the product of the given reaction. (1) Given the reactants [CH2:1]([NH:3][C:4]([NH:6][C:7]1[N:8]=[C:9]2[CH:14]=[C:13]([C:15]3[CH:16]=[N:17][CH:18]=[CH:19][CH:20]=3)[CH:12]=[CH:11][N:10]2[CH:21]=1)=[O:5])[CH3:2].COC(OC)(N(C)C)C.[ClH:31].NO.[OH-].[Na+], predict the reaction product. The product is: [Cl:31][C:21]1[N:10]2[CH:11]=[CH:12][C:13]([C:15]3[CH:16]=[N:17][CH:18]=[CH:19][CH:20]=3)=[CH:14][C:9]2=[N:8][C:7]=1[NH:6][C:4]([NH:3][CH2:1][CH3:2])=[O:5]. (2) Given the reactants [NH2:1][C:2]1[C:11]([N+:12]([O-])=O)=[CH:10][C:5]([C:6]([O:8][CH3:9])=[O:7])=[C:4]([CH3:15])[CH:3]=1, predict the reaction product. The product is: [NH2:1][C:2]1[C:11]([NH2:12])=[CH:10][C:5]([C:6]([O:8][CH3:9])=[O:7])=[C:4]([CH3:15])[CH:3]=1. (3) Given the reactants [CH:1]1[CH:6]=[CH:5][CH:4]=[CH:3][CH:2]=1.ClCCCl.[N+:11]([O-])([OH:13])=[O:12], predict the reaction product. The product is: [N+:11]([C:1]1[CH:6]=[CH:5][CH:4]=[CH:3][CH:2]=1)([O-:13])=[O:12]. (4) Given the reactants Cl.[F:2][C:3]1[C:4]([C:15]([F:18])([F:17])[F:16])=[C:5]([CH:9]2[CH2:14][CH2:13][NH:12][CH2:11][CH2:10]2)[CH:6]=[CH:7][CH:8]=1.[C:19]([O:23][C:24]([N:26]1[CH2:31][CH2:30][C:29]2[C:32]([C:35](O)=[O:36])=[N:33][NH:34][C:28]=2[CH2:27]1)=[O:25])([CH3:22])([CH3:21])[CH3:20].C(N(C(C)C)CC)(C)C.CCN=C=NCCCN(C)C.C1C=CC2N(O)N=NC=2C=1, predict the reaction product. The product is: [F:2][C:3]1[C:4]([C:15]([F:18])([F:16])[F:17])=[C:5]([CH:9]2[CH2:10][CH2:11][N:12]([C:35]([C:32]3[C:29]4[CH2:30][CH2:31][N:26]([C:24]([O:23][C:19]([CH3:22])([CH3:21])[CH3:20])=[O:25])[CH2:27][C:28]=4[NH:34][N:33]=3)=[O:36])[CH2:13][CH2:14]2)[CH:6]=[CH:7][CH:8]=1.